Dataset: Reaction yield outcomes from USPTO patents with 853,638 reactions. Task: Predict the reaction yield, written as a fraction of the theoretical maximum amount of product (1.0 means a 100% yield; for example, 0.34 means a 34% yield). (1) The reactants are [F:1][C:2]1[CH:3]=[C:4]2[C:8](=[CH:9][CH:10]=1)[N:7]([CH2:11][C:12]([O:14][CH3:15])=[O:13])[C:6]([CH3:16])=[CH:5]2.[CH3:17][O:18][C:19]1[N:24]=[CH:23][C:22]([CH:25]=O)=[CH:21][CH:20]=1.C([SiH](CC)CC)C.FC(F)(F)C(O)=O. The catalyst is ClC(Cl)C. The product is [F:1][C:2]1[CH:3]=[C:4]2[C:8](=[CH:9][CH:10]=1)[N:7]([CH2:11][C:12]([O:14][CH3:15])=[O:13])[C:6]([CH3:16])=[C:5]2[CH2:25][C:22]1[CH:23]=[N:24][C:19]([O:18][CH3:17])=[CH:20][CH:21]=1. The yield is 0.560. (2) The reactants are [CH2:1]1[CH2:6][C@H:5]([C:7]([OH:9])=[O:8])[CH2:4][CH2:3][C@H:2]1[CH2:10][NH2:11].C(N(CC)CC)C.[C:19](O[C:19]([O:21][C:22]([CH3:25])([CH3:24])[CH3:23])=[O:20])([O:21][C:22]([CH3:25])([CH3:24])[CH3:23])=[O:20]. The catalyst is O.O1CCOCC1. The product is [CH3:23][C:22]([O:21][C:19]([NH:11][CH2:10][CH:2]1[CH2:3][CH2:4][CH:5]([C:7]([OH:9])=[O:8])[CH2:6][CH2:1]1)=[O:20])([CH3:25])[CH3:24]. The yield is 0.950. (3) The reactants are [CH3:1][O:2][C:3]1[CH:8]=[CH:7][CH:6]=[CH:5][C:4]=1[C:9]1[C:17]2[C:12](=[N:13][CH:14]=[C:15](B3OC(C)(C)C(C)(C)O3)[CH:16]=2)[N:11]([S:27]([C:30]2[CH:35]=[CH:34][C:33]([CH3:36])=[CH:32][CH:31]=2)(=[O:29])=[O:28])[CH:10]=1.Br[C:38]1[CH:47]=[C:42]([C:43]([O:45][CH3:46])=[O:44])[C:41]([OH:48])=[CH:40][CH:39]=1.ClCCl. The catalyst is C([O-])(O)=O.[Na+].C(#N)C.C1C=CC(P(C2C=CC=CC=2)[C-]2C=CC=C2)=CC=1.C1C=CC(P(C2C=CC=CC=2)[C-]2C=CC=C2)=CC=1.Cl[Pd]Cl.[Fe+2]. The product is [CH3:46][O:45][C:43](=[O:44])[C:42]1[CH:47]=[C:38]([C:15]2[CH:16]=[C:17]3[C:9]([C:4]4[CH:5]=[CH:6][CH:7]=[CH:8][C:3]=4[O:2][CH3:1])=[CH:10][N:11]([S:27]([C:30]4[CH:35]=[CH:34][C:33]([CH3:36])=[CH:32][CH:31]=4)(=[O:29])=[O:28])[C:12]3=[N:13][CH:14]=2)[CH:39]=[CH:40][C:41]=1[OH:48]. The yield is 0.910. (4) The reactants are [N+:1]([C:4]1[CH:9]=[CH:8][C:7]([C@@H:10]([NH:12][C:13]([C:15]2[CH:16]=[C:17]3[C:21](=[CH:22][CH:23]=2)[N:20]([CH2:24][C:25]2[CH:30]=[CH:29][C:28]([C:31]4[C:32]([C:37]([O:39]C(C)(C)C)=[O:38])=[CH:33][CH:34]=[CH:35][CH:36]=4)=[CH:27][CH:26]=2)[CH:19]=[CH:18]3)=[O:14])[CH3:11])=[CH:6][CH:5]=1)([O-:3])=[O:2].CCN(C(C)C)C(C)C. The catalyst is CCCCCC.CCOC(C)=O. The product is [N+:1]([C:4]1[CH:9]=[CH:8][C:7]([C@@H:10]([NH:12][C:13]([C:15]2[CH:16]=[C:17]3[C:21](=[CH:22][CH:23]=2)[N:20]([CH2:24][C:25]2[CH:30]=[CH:29][C:28]([C:31]4[C:32]([C:37]([OH:39])=[O:38])=[CH:33][CH:34]=[CH:35][CH:36]=4)=[CH:27][CH:26]=2)[CH:19]=[CH:18]3)=[O:14])[CH3:11])=[CH:6][CH:5]=1)([O-:3])=[O:2]. The yield is 0.430. (5) The reactants are [Br:1][C:2]1[CH:3]=[CH:4][C:5]2[C:13](=[O:14])[C:12](=[O:15])[C:11]3[N:10]([CH3:16])[C:9]([CH3:17])=[C:8]([C:18]([O:20][CH2:21][CH3:22])=[O:19])[C:7]=3[C:6]=2[CH:23]=1.[Br:24]N1C(=O)CCC1=O. The catalyst is C(Cl)(Cl)(Cl)Cl.C(OOC(=O)C1C=CC=CC=1)(=O)C1C=CC=CC=1. The product is [Br:1][C:2]1[CH:3]=[CH:4][C:5]2[C:13](=[O:14])[C:12](=[O:15])[C:11]3[N:10]([CH3:16])[C:9]([CH2:17][Br:24])=[C:8]([C:18]([O:20][CH2:21][CH3:22])=[O:19])[C:7]=3[C:6]=2[CH:23]=1. The yield is 0.490.